From a dataset of NCI-60 drug combinations with 297,098 pairs across 59 cell lines. Regression. Given two drug SMILES strings and cell line genomic features, predict the synergy score measuring deviation from expected non-interaction effect. Drug 1: CCCCCOC(=O)NC1=NC(=O)N(C=C1F)C2C(C(C(O2)C)O)O. Drug 2: COCCOC1=C(C=C2C(=C1)C(=NC=N2)NC3=CC=CC(=C3)C#C)OCCOC.Cl. Cell line: SK-MEL-5. Synergy scores: CSS=0.875, Synergy_ZIP=1.19, Synergy_Bliss=3.73, Synergy_Loewe=-3.20, Synergy_HSA=-1.06.